Dataset: Catalyst prediction with 721,799 reactions and 888 catalyst types from USPTO. Task: Predict which catalyst facilitates the given reaction. Reactant: C(OC(=O)[NH:10][C@H:11]([CH2:14][NH:15][S:16]([CH3:19])(=[O:18])=[O:17])[CH2:12][OH:13])C1C=CC=CC=1. Product: [NH2:10][C@@H:11]([CH2:12][OH:13])[CH2:14][NH:15][S:16]([CH3:19])(=[O:18])=[O:17]. The catalyst class is: 63.